Dataset: Full USPTO retrosynthesis dataset with 1.9M reactions from patents (1976-2016). Task: Predict the reactants needed to synthesize the given product. (1) Given the product [C:49]([O:48][C:47](=[O:53])[NH:46][C@H:43]1[CH2:44][CH2:45][C@@H:40]([OH:39])[CH2:41][C@@H:42]1[F:54])([CH3:52])([CH3:50])[CH3:51], predict the reactants needed to synthesize it. The reactants are: CCCC[N+](CCCC)(CCCC)CCCC.O.O.O.[F-].[Si]([O:39][C@@H:40]1[CH2:45][CH2:44][C@H:43]([NH:46][C:47](=[O:53])[O:48][C:49]([CH3:52])([CH3:51])[CH3:50])[C@@H:42]([F:54])[CH2:41]1)(C(C)(C)C)(C1C=CC=CC=1)C1C=CC=CC=1. (2) Given the product [CH2:38]([NH:40][C:41]([NH:28][CH:26]1[CH2:27][N:24]([C:16]2[N:15]=[C:14]([C:11]3[CH:10]=[CH:9][C:8]([N:5]4[CH2:6][CH2:7][N:2]([CH3:1])[CH2:3][CH2:4]4)=[CH:13][CH:12]=3)[CH:23]=[C:22]3[C:17]=2[CH:18]=[CH:19][CH:20]=[N:21]3)[CH2:25]1)=[O:42])[CH3:39], predict the reactants needed to synthesize it. The reactants are: [CH3:1][N:2]1[CH2:7][CH2:6][N:5]([C:8]2[CH:13]=[CH:12][C:11]([C:14]3[CH:23]=[C:22]4[C:17]([CH:18]=[CH:19][CH:20]=[N:21]4)=[C:16]([N:24]4[CH2:27][CH:26]([NH2:28])[CH2:25]4)[N:15]=3)=[CH:10][CH:9]=2)[CH2:4][CH2:3]1.C(N(C(C)C)CC)(C)C.[CH2:38]([N:40]=[C:41]=[O:42])[CH3:39]. (3) Given the product [F:1][C:2]([F:19])([F:18])[C:3]1[CH:4]=[C:5]([CH:9]=[C:10]([N:12]2[CH:16]=[C:15]([CH3:17])[N:14]=[CH:13]2)[CH:11]=1)[C:6]([NH:24][C:23]1[CH:25]=[CH:26][C:27]([F:28])=[C:21]([C:33]#[C:34][C:45]2[CH:46]=[CH:47][C:42]([C:40]3[NH:41][C:37]([C:36]([F:50])([F:49])[F:35])=[CH:38][N:39]=3)=[N:43][CH:44]=2)[CH:22]=1)=[O:7], predict the reactants needed to synthesize it. The reactants are: [F:1][C:2]([F:19])([F:18])[C:3]1[CH:4]=[C:5]([CH:9]=[C:10]([N:12]2[CH:16]=[C:15]([CH3:17])[N:14]=[CH:13]2)[CH:11]=1)[C:6](Cl)=[O:7].I[C:21]1[CH:22]=[C:23]([CH:25]=[CH:26][C:27]=1[F:28])[NH2:24].C[Si]([C:33]#[CH:34])(C)C.[F:35][C:36]([F:50])([F:49])[C:37]1[NH:41][C:40]([C:42]2[CH:47]=[CH:46][C:45](Br)=[CH:44][N:43]=2)=[N:39][CH:38]=1.